Dataset: Peptide-MHC class II binding affinity with 134,281 pairs from IEDB. Task: Regression. Given a peptide amino acid sequence and an MHC pseudo amino acid sequence, predict their binding affinity value. This is MHC class II binding data. (1) The peptide sequence is EALIHQLKINPYVLS. The MHC is DRB1_1201 with pseudo-sequence DRB1_1201. The binding affinity (normalized) is 0.929. (2) The peptide sequence is FPKEVWEQIFSTWLL. The MHC is DRB5_0101 with pseudo-sequence DRB5_0101. The binding affinity (normalized) is 0.365. (3) The MHC is DRB1_0101 with pseudo-sequence DRB1_0101. The binding affinity (normalized) is 0.917. The peptide sequence is KWGPTMSPALFLALL.